From a dataset of Reaction yield outcomes from USPTO patents with 853,638 reactions. Predict the reaction yield, written as a fraction of the theoretical maximum amount of product (1.0 means a 100% yield; for example, 0.34 means a 34% yield). The reactants are [Cl:1][C:2]1[S:6][C:5]([C:7]([OH:9])=O)=[C:4]2[CH:10]=[CH:11][CH:12]=[CH:13][C:3]=12.Cl.[CH2:15]([NH:17][CH2:18][CH3:19])[CH3:16].F[P-](F)(F)(F)(F)F.CN(C(N(C)C)=[N+]1C2C(=NC=CC=2)[N+]([O-])=N1)C.CCN(C(C)C)C(C)C. The catalyst is CN(C=O)C.O. The product is [Cl:1][C:2]1[S:6][C:5]([C:7]([N:17]([CH2:18][CH3:19])[CH2:15][CH3:16])=[O:9])=[C:4]2[CH:10]=[CH:11][CH:12]=[CH:13][C:3]=12. The yield is 0.440.